From a dataset of Catalyst prediction with 721,799 reactions and 888 catalyst types from USPTO. Predict which catalyst facilitates the given reaction. (1) Reactant: [Cl:1][C:2]1[CH:8]=[CH:7][C:6]([Cl:9])=[CH:5][C:3]=1[NH2:4].[C:10]([OH:14])(=[O:13])[CH:11]=O.C([BH3-])#N.[Na+]. Product: [Cl:1][C:2]1[CH:8]=[CH:7][C:6]([Cl:9])=[CH:5][C:3]=1[NH:4][CH2:11][C:10]([OH:14])=[O:13]. The catalyst class is: 5. (2) Reactant: [CH3:1][C:2]1[CH:7]=[C:6]([N:8]2[CH2:13][CH2:12][O:11][CH2:10][CH2:9]2)[CH:5]=[C:4]([N+:14]([O-])=O)[C:3]=1[NH2:17].[H][H].[I:20][C:21]1[CH:26]=[CH:25][N:24]=[C:23]([O:27][CH3:28])[C:22]=1[CH:29]=O. Product: [I:20][C:21]1[CH:26]=[CH:25][N:24]=[C:23]([O:27][CH3:28])[C:22]=1[C:29]1[NH:14][C:4]2[CH:5]=[C:6]([N:8]3[CH2:13][CH2:12][O:11][CH2:10][CH2:9]3)[CH:7]=[C:2]([CH3:1])[C:3]=2[N:17]=1. The catalyst class is: 19.